Task: Regression. Given a peptide amino acid sequence and an MHC pseudo amino acid sequence, predict their binding affinity value. This is MHC class I binding data.. Dataset: Peptide-MHC class I binding affinity with 185,985 pairs from IEDB/IMGT The binding affinity (normalized) is 0.213. The peptide sequence is GLLSSKFKA. The MHC is HLA-A11:01 with pseudo-sequence HLA-A11:01.